From a dataset of Forward reaction prediction with 1.9M reactions from USPTO patents (1976-2016). Predict the product of the given reaction. Given the reactants [NH2:1][C:2]1[CH:11]=[CH:10][CH:9]=[C:8]2[C:3]=1[CH:4]=[CH:5][C:6]([CH3:12])=[N:7]2.[CH3:13][O:14][C:15]1[CH:16]=[C:17]([CH:20]=[CH:21][CH:22]=1)[CH:18]=O.C(O)(=O)C.O, predict the reaction product. The product is: [CH3:13][O:14][C:15]1[CH:16]=[C:17]([CH:18]=[N:1][C:2]2[C:3]3[CH:4]=[CH:5][C:6]([CH3:12])=[N:7][C:8]=3[CH:9]=[CH:10][CH:11]=2)[CH:20]=[CH:21][CH:22]=1.